Dataset: Reaction yield outcomes from USPTO patents with 853,638 reactions. Task: Predict the reaction yield, written as a fraction of the theoretical maximum amount of product (1.0 means a 100% yield; for example, 0.34 means a 34% yield). (1) The reactants are [NH:1]1[C:9]2[C:4](=[CH:5][CH:6]=[CH:7][N:8]=2)[CH:3]=[CH:2]1.[H][H]. The catalyst is C(O)C.[Ni]. The product is [NH:1]1[C:9]2[C:4](=[CH:5][CH:6]=[CH:7][N:8]=2)[CH2:3][CH2:2]1. The yield is 0.790. (2) The reactants are Cl.Cl.[F:3][C:4]1([F:20])[C:8]2[N:9]=[CH:10][N:11]=[C:12]([N:13]3[CH2:18][CH2:17][NH:16][CH2:15][CH2:14]3)[C:7]=2[C@H:6]([CH3:19])[CH2:5]1.[C:21]([O:25][C:26]([N:28]([CH:41]([CH3:43])[CH3:42])[CH2:29][C@H:30]([C:34]1[CH:39]=[CH:38][C:37]([Cl:40])=[CH:36][CH:35]=1)[C:31](O)=[O:32])=[O:27])([CH3:24])([CH3:23])[CH3:22].CCN(C(C)C)C(C)C.CN(C(ON1N=NC2C=CC=CC1=2)=[N+](C)C)C.F[P-](F)(F)(F)(F)F.C([O-])([O-])=O.[Na+].[Na+]. The catalyst is C(Cl)Cl.CC(=O)OCC. The product is [Cl:40][C:37]1[CH:38]=[CH:39][C:34]([C@H:30]([C:31]([N:16]2[CH2:17][CH2:18][N:13]([C:12]3[C:7]4[C@H:6]([CH3:19])[CH2:5][C:4]([F:3])([F:20])[C:8]=4[N:9]=[CH:10][N:11]=3)[CH2:14][CH2:15]2)=[O:32])[CH2:29][N:28]([CH:41]([CH3:42])[CH3:43])[C:26](=[O:27])[O:25][C:21]([CH3:23])([CH3:22])[CH3:24])=[CH:35][CH:36]=1. The yield is 0.680.